Dataset: Reaction yield outcomes from USPTO patents with 853,638 reactions. Task: Predict the reaction yield, written as a fraction of the theoretical maximum amount of product (1.0 means a 100% yield; for example, 0.34 means a 34% yield). (1) The reactants are [CH3:1][S:2]([NH:5][C:6]1[CH:21]=[CH:20][C:9]([C:10]([O:12][CH2:13][C:14]2[CH:19]=[CH:18][CH:17]=[CH:16][CH:15]=2)=[O:11])=[CH:8][C:7]=1[O:22][CH2:23][CH2:24][O:25][CH:26]1[CH2:31][CH2:30][CH2:29][CH2:28][O:27]1)(=[O:4])=[O:3].C([O-])([O-])=O.[K+].[K+].Cl.Cl[CH2:40][CH2:41][N:42]1[CH2:47][CH2:46][O:45][CH2:44][CH2:43]1. The catalyst is CN(C=O)C. The product is [O:45]1[CH2:46][CH2:47][N:42]([CH2:41][CH2:40][N:5]([C:6]2[CH:21]=[CH:20][C:9]([C:10]([O:12][CH2:13][C:14]3[CH:19]=[CH:18][CH:17]=[CH:16][CH:15]=3)=[O:11])=[CH:8][C:7]=2[O:22][CH2:23][CH2:24][O:25][CH:26]2[CH2:31][CH2:30][CH2:29][CH2:28][O:27]2)[S:2]([CH3:1])(=[O:3])=[O:4])[CH2:43][CH2:44]1. The yield is 0.750. (2) The reactants are [Cl:1][C:2]1[CH:7]=[CH:6][C:5]([C:8]2([C:13]3[CH:14]=[CH:15][C:16]4[C:17]([CH:29]=3)=[C:18]([C:21]3[CH:26]=[CH:25][CH:24]=[C:23]([O:27][CH3:28])[CH:22]=3)[O:19][N:20]=4)[O:12][CH2:11][CH2:10][O:9]2)=[CH:4][CH:3]=1. The catalyst is C1COCC1.[Pd]. The product is [CH3:28][O:27][C:23]1[CH:22]=[C:21]([C:18]([C:17]2[CH:29]=[C:13]([C:8]3([C:5]4[CH:4]=[CH:3][C:2]([Cl:1])=[CH:7][CH:6]=4)[O:12][CH2:11][CH2:10][O:9]3)[CH:14]=[CH:15][C:16]=2[NH2:20])=[O:19])[CH:26]=[CH:25][CH:24]=1. The yield is 1.00. (3) The catalyst is FC(F)(F)C(O)=O. The yield is 0.750. The product is [Cl:1][C:2]1[C:11]([CH3:12])=[C:10]2[C:5]([C:6]([CH3:15])([CH3:14])[CH2:7][C:8](=[O:13])[NH:9]2)=[CH:4][C:3]=1[CH2:16][CH2:17][Cl:18]. The reactants are [Cl:1][C:2]1[C:11]([CH3:12])=[C:10]2[C:5]([C:6]([CH3:15])([CH3:14])[CH2:7][C:8](=[O:13])[NH:9]2)=[CH:4][C:3]=1[C:16](=O)[CH2:17][Cl:18].C([SiH](CC)CC)C.